This data is from Forward reaction prediction with 1.9M reactions from USPTO patents (1976-2016). The task is: Predict the product of the given reaction. (1) Given the reactants CC(C1C(OC)=C(C(C)(C)C)C=C(P(C2C=C(C(C)(C)C)C(OC)=C(C(C)(C)C)C=2)[C:18]2[CH:23]=[CH:22][C:21]3OCO[C:20]=3[C:19]=2[C:27]2C3OCOC=3C=[CH:29][C:28]=2P(C2C=C(C(C)(C)C)C(OC)=C(C(C)(C)C)C=2)C2C=C(C(C)(C)C)C(OC)=C(C(C)(C)C)C=2)C=1)(C)C.[F-].C([O:88][SiH](OCC)OCC)C.C(=O)C1C=CC=CC=1.C([Si](OC)(OC)OC)=C.[F-].C([N+](CCCC)(CCCC)CCCC)CCC, predict the reaction product. The product is: [C:19]1([CH:27]([OH:88])[CH:28]=[CH2:29])[CH:20]=[CH:21][CH:22]=[CH:23][CH:18]=1. (2) Given the reactants [Li+].[BH4-].C1(C)C=CC=CC=1.C[O:11][C:12](=O)[C:13]1[CH:18]=[C:17]([Cl:19])[CH:16]=[CH:15][C:14]=1[C:20]#[N:21], predict the reaction product. The product is: [NH2:21][CH2:20][C:14]1[CH:15]=[CH:16][C:17]([Cl:19])=[CH:18][C:13]=1[CH2:12][OH:11].